Dataset: Full USPTO retrosynthesis dataset with 1.9M reactions from patents (1976-2016). Task: Predict the reactants needed to synthesize the given product. (1) Given the product [O:1]=[C:2]1[CH2:6][CH2:5][CH2:4][N:3]1[CH:7]([CH3:24])[C:8]([NH:10][C:11]1[CH:23]=[CH:22][C:14]([C:15]([OH:17])=[O:16])=[CH:13][CH:12]=1)=[O:9], predict the reactants needed to synthesize it. The reactants are: [O:1]=[C:2]1[CH2:6][CH2:5][CH2:4][N:3]1[CH:7]([CH3:24])[C:8]([NH:10][C:11]1[CH:23]=[CH:22][C:14]([C:15]([O:17]C(C)(C)C)=[O:16])=[CH:13][CH:12]=1)=[O:9].C(O)(C(F)(F)F)=O. (2) Given the product [N:1]1[CH:6]=[CH:5][CH:4]=[C:3]([C:7]2[CH:37]=[CH:36][C:10]3[N:11]([C:14]4[S:18][C:17]([C:19]([NH2:38])=[O:21])=[C:16]([O:23][C@@H:24]([C:26]5[CH:31]=[CH:30][CH:29]=[CH:28][C:27]=5[C:32]([F:35])([F:33])[F:34])[CH3:25])[CH:15]=4)[CH:12]=[N:13][C:9]=3[CH:8]=2)[CH:2]=1, predict the reactants needed to synthesize it. The reactants are: [N:1]1[CH:6]=[CH:5][CH:4]=[C:3]([C:7]2[CH:37]=[CH:36][C:10]3[N:11]([C:14]4[S:18][C:17]([C:19]([O:21]C)=O)=[C:16]([O:23][C@@H:24]([C:26]5[CH:31]=[CH:30][CH:29]=[CH:28][C:27]=5[C:32]([F:35])([F:34])[F:33])[CH3:25])[CH:15]=4)[CH:12]=[N:13][C:9]=3[CH:8]=2)[CH:2]=1.[NH3:38]. (3) Given the product [CH3:27][N:28]1[CH2:29][CH2:30][N:31]([C:34]2[CH:40]=[CH:39][C:37]([NH:38][C:2]3[C:3]4[NH:17][N:16]=[CH:15][C:4]=4[N:5]=[C:6]([C:8]4[CH:13]=[CH:12][CH:11]=[CH:10][C:9]=4[OH:14])[N:7]=3)=[CH:36][CH:35]=2)[CH2:32][CH2:33]1, predict the reactants needed to synthesize it. The reactants are: Cl[C:2]1[C:3]2[C:4](=[CH:15][N:16](CC3C=CC(OC)=CC=3)[N:17]=2)[N:5]=[C:6]([C:8]2[CH:13]=[CH:12][CH:11]=[CH:10][C:9]=2[OH:14])[N:7]=1.[CH3:27][N:28]1[CH2:33][CH2:32][N:31]([C:34]2[CH:40]=[CH:39][C:37]([NH2:38])=[CH:36][CH:35]=2)[CH2:30][CH2:29]1.Cl. (4) Given the product [CH3:1][O:2][C:3]([C:5]1([C:11]2[CH:16]=[CH:15][C:14]([NH:17][C:40]([C:29]3[N:30]([CH2:32][O:33][CH2:34][CH2:35][Si:36]([CH3:39])([CH3:38])[CH3:37])[CH:31]=[C:27]([C:25]#[N:26])[N:28]=3)=[O:41])=[C:13]([C:18]3[CH2:23][CH2:22][CH2:21][CH2:20][CH:19]=3)[CH:12]=2)[CH2:6][CH2:7][O:8][CH2:9][CH2:10]1)=[O:4], predict the reactants needed to synthesize it. The reactants are: [CH3:1][O:2][C:3]([C:5]1([C:11]2[CH:16]=[CH:15][C:14]([NH2:17])=[C:13]([C:18]3[CH2:23][CH2:22][CH2:21][CH2:20][CH:19]=3)[CH:12]=2)[CH2:10][CH2:9][O:8][CH2:7][CH2:6]1)=[O:4].[K+].[C:25]([C:27]1[N:28]=[C:29]([C:40]([O-])=[O:41])[N:30]([CH2:32][O:33][CH2:34][CH2:35][Si:36]([CH3:39])([CH3:38])[CH3:37])[CH:31]=1)#[N:26]. (5) Given the product [Cl:1][C:2]1[CH:7]=[CH:6][CH:5]=[CH:4][C:3]=1[N:8]1[C:12]([C:13]([OH:14])=[O:35])=[CH:11][C:10]([C:29]([F:32])([F:31])[F:30])=[N:9]1, predict the reactants needed to synthesize it. The reactants are: [Cl:1][C:2]1[CH:7]=[CH:6][CH:5]=[CH:4][C:3]=1[N:8]1[C:12]([C:13](NC2C=CC=C(C)C=2NC(=O)C(C)C)=[O:14])=[CH:11][C:10]([C:29]([F:32])([F:31])[F:30])=[N:9]1.O.P([O-])(O)(O)=[O:35].[Na+].Cl([O-])=O.[Na+].[OH-].[Na+].Cl. (6) The reactants are: [CH3:1][C:2]([CH3:6])([OH:5])[C:3]#[N:4].[Cl:7][CH2:8][CH2:9]O.CC(C)=O. Given the product [Cl:7][CH2:8][CH2:9][O:5][C:2]([CH3:6])([CH3:1])[C:3]#[N:4], predict the reactants needed to synthesize it. (7) Given the product [Br:1][C:2]1[C:10]2[C:9]([O:19][C@H:20]([CH2:26][C:27]3[CH:32]=[CH:31][CH:30]=[CH:29][C:28]=3[O:33][CH3:34])[C:21]([O:23][CH2:24][CH3:25])=[O:22])=[N:8][CH:7]=[N:6][C:5]=2[S:4][C:3]=1[C:12]1[CH:17]=[CH:16][C:15]([F:18])=[CH:14][CH:13]=1, predict the reactants needed to synthesize it. The reactants are: [Br:1][C:2]1[C:10]2[C:9](Cl)=[N:8][CH:7]=[N:6][C:5]=2[S:4][C:3]=1[C:12]1[CH:17]=[CH:16][C:15]([F:18])=[CH:14][CH:13]=1.[OH:19][C@H:20]([CH2:26][C:27]1[CH:32]=[CH:31][CH:30]=[CH:29][C:28]=1[O:33][CH3:34])[C:21]([O:23][CH2:24][CH3:25])=[O:22].C([O-])([O-])=O.[Cs+].[Cs+].C(O)(C)(C)C.